From a dataset of Forward reaction prediction with 1.9M reactions from USPTO patents (1976-2016). Predict the product of the given reaction. (1) Given the reactants [CH2:1]([C:3]1[C:7]([C:8](OC)=[O:9])=[CH:6][N:5]([C:12]2[CH:17]=[CH:16][CH:15]=[C:14]([O:18][CH3:19])[CH:13]=2)[N:4]=1)[CH3:2].[H-].[Al+3].[Li+].[H-].[H-].[H-], predict the reaction product. The product is: [CH2:1]([C:3]1[C:7]([CH:8]=[O:9])=[CH:6][N:5]([C:12]2[CH:17]=[CH:16][CH:15]=[C:14]([O:18][CH3:19])[CH:13]=2)[N:4]=1)[CH3:2]. (2) Given the reactants [NH2:1][C:2]1[CH:3]=[C:4]([CH:9]=[CH:10][C:11]=1[F:12])[C:5]([O:7][CH3:8])=[O:6].Br[C:14]1[CH:15]=[N:16][CH:17]=[N:18][CH:19]=1.C(=O)([O-])[O-].[Cs+].[Cs+].C1(P(C2C=CC=CC=2)C2C3OC4C(=CC=CC=4P(C4C=CC=CC=4)C4C=CC=CC=4)C(C)(C)C=3C=CC=2)C=CC=CC=1, predict the reaction product. The product is: [F:12][C:11]1[CH:10]=[CH:9][C:4]([C:5]([O:7][CH3:8])=[O:6])=[CH:3][C:2]=1[NH:1][C:14]1[CH:15]=[N:16][CH:17]=[N:18][CH:19]=1. (3) The product is: [CH2:1]([O:3][P:4]([CH2:9][CH2:10][CH2:11][O:12][CH2:13][C@H:14]([CH3:70])[NH:15][C:16](=[O:69])[C@@H:17]([NH2:51])[CH2:18][S:19][CH2:20][C@H:21]([O:37][C:38](=[O:50])[CH2:39][CH2:40][CH2:41][CH2:42][CH2:43][CH2:44][CH2:45][CH2:46][CH2:47][CH2:48][CH3:49])[CH2:22][O:23][C:24](=[O:36])[CH2:25][CH2:26][CH2:27][CH2:28][CH2:29][CH2:30][CH2:31][CH2:32][CH2:33][CH2:34][CH3:35])(=[O:8])[O:5][CH2:6][CH3:7])[CH3:2]. Given the reactants [CH2:1]([O:3][P:4]([CH2:9][CH2:10][CH2:11][O:12][CH2:13][C@H:14]([CH3:70])[NH:15][C:16](=[O:69])[C@@H:17]([NH:51]C(OCC1C2C=CC=CC=2C2C1=CC=CC=2)=O)[CH2:18][S:19][CH2:20][C@H:21]([O:37][C:38](=[O:50])[CH2:39][CH2:40][CH2:41][CH2:42][CH2:43][CH2:44][CH2:45][CH2:46][CH2:47][CH2:48][CH3:49])[CH2:22][O:23][C:24](=[O:36])[CH2:25][CH2:26][CH2:27][CH2:28][CH2:29][CH2:30][CH2:31][CH2:32][CH2:33][CH2:34][CH3:35])(=[O:8])[O:5][CH2:6][CH3:7])[CH3:2], predict the reaction product.